Dataset: Forward reaction prediction with 1.9M reactions from USPTO patents (1976-2016). Task: Predict the product of the given reaction. Given the reactants C[O:2][C:3](=[O:32])[CH2:4][N:5]([CH2:24][C:25]1[CH:30]=[CH:29][C:28]([Cl:31])=[CH:27][CH:26]=1)[C:6]([C:8]1([CH3:23])[CH2:11][CH2:10][N:9]1[C:12](=[O:22])[CH2:13][C:14]1[CH:19]=[C:18]([CH3:20])[CH:17]=[C:16]([CH3:21])[CH:15]=1)=[O:7].CCO.[OH-].[Na+], predict the reaction product. The product is: [Cl:31][C:28]1[CH:29]=[CH:30][C:25]([CH2:24][N:5]([CH2:4][C:3]([OH:32])=[O:2])[C:6]([C:8]2([CH3:23])[CH2:11][CH2:10][N:9]2[C:12](=[O:22])[CH2:13][C:14]2[CH:15]=[C:16]([CH3:21])[CH:17]=[C:18]([CH3:20])[CH:19]=2)=[O:7])=[CH:26][CH:27]=1.